From a dataset of Full USPTO retrosynthesis dataset with 1.9M reactions from patents (1976-2016). Predict the reactants needed to synthesize the given product. (1) Given the product [CH2:15]([O:14][C:12]([C:10]1[C:6]2[CH:5]=[N:4][NH:3][C:2]=2[N:1]=[C:8]([OH:17])[CH:9]=1)=[O:13])[CH3:16], predict the reactants needed to synthesize it. The reactants are: [NH2:1][C:2]1[CH:6]=[CH:5][NH:4][N:3]=1.[Na].[C:8](OCC)(=[O:17])[CH2:9][C:10]([C:12]([O:14][CH2:15][CH3:16])=[O:13])=O.C(O)(=O)C. (2) Given the product [Cl:1][C:2]1[CH:9]=[C:8]([N:10]2[C@H:14]([CH:15]([CH3:17])[CH3:16])[C@H:13]([OH:18])[C:12]([CH3:19])([CH3:20])[C:11]2=[O:21])[CH:7]=[CH:6][C:3]=1[C:4]#[N:5], predict the reactants needed to synthesize it. The reactants are: [Cl:1][C:2]1[CH:9]=[C:8]([N:10]2[CH:14]([CH:15]([CH3:17])[CH3:16])[C:13](=[O:18])[C:12]([CH3:20])([CH3:19])[C:11]2=[O:21])[CH:7]=[CH:6][C:3]=1[C:4]#[N:5].C([BH-](C(CC)C)C(CC)C)(CC)C.[Li+].C1COCC1. (3) Given the product [CH3:2][N:15]1[C:14]2[CH:22]=[C:6]([C:5]([O:9][CH2:10][CH3:11])=[O:8])[S:7][C:13]=2[N:17]=[C:16]1[CH2:19][O:20][CH3:21], predict the reactants needed to synthesize it. The reactants are: [O-][CH2:2]C.[Na+].[C:5]([O:9][CH2:10][CH3:11])(=[O:8])[CH2:6][SH:7].Cl[C:13]1[N:17](C)[C:16]([CH2:19][O:20][CH3:21])=[N:15][C:14]=1[CH:22]=O. (4) Given the product [CH2:25]([NH:27][C:12]1[CH:13]([C:15]2[S:16][CH:17]=[CH:18][CH:19]=2)[N:14]=[C:8]([C:4]2[CH:5]=[CH:6][CH:7]=[C:2]([F:1])[CH:3]=2)[C:9]2[CH:24]=[CH:23][CH:22]=[N:21][C:10]=2[N:11]=1)[CH3:26], predict the reactants needed to synthesize it. The reactants are: [F:1][C:2]1[CH:3]=[C:4]([C:8]2[C:9]3[CH:24]=[CH:23][CH:22]=[N:21][C:10]=3[NH:11][C:12](=O)[CH:13]([C:15]3[S:16][CH:17]=[CH:18][CH:19]=3)[N:14]=2)[CH:5]=[CH:6][CH:7]=1.[CH2:25]([NH2:27])[CH3:26]. (5) The reactants are: Br[C:2]1[C:11]2[C:6](=[CH:7][CH:8]=[CH:9][CH:10]=2)[CH:5]=[CH:4][C:3]=1[OH:12].[Cl:13][C:14]1[C:15]([F:23])=[C:16](B(O)O)[CH:17]=[CH:18][CH:19]=1.C1(C)C=CC=CC=1P(C1C=CC=CC=1C)C1C=CC=CC=1C.C(=O)([O-])[O-].[K+].[K+]. Given the product [Cl:13][C:14]1[C:15]([F:23])=[C:16]([C:2]2[C:11]3[C:6](=[CH:7][CH:8]=[CH:9][CH:10]=3)[CH:5]=[CH:4][C:3]=2[OH:12])[CH:17]=[CH:18][CH:19]=1, predict the reactants needed to synthesize it. (6) Given the product [O:33]=[C:29]1[NH:30][CH2:31][CH2:32][N:28]1[C:2]1[CH:7]=[C:6]([N:30]2[CH2:31][CH2:32][NH:28][C:29]2=[O:33])[CH:5]=[CH:4][C:3]=1[C:9]([N:11]1[CH2:16][CH2:15][N:14]([C:17]2[C:22]([CH3:23])=[CH:21][C:20]([CH3:24])=[CH:19][N:18]=2)[CH2:13][CH2:12]1)=[O:10], predict the reactants needed to synthesize it. The reactants are: Br[C:2]1[CH:7]=[C:6](Br)[CH:5]=[CH:4][C:3]=1[C:9]([N:11]1[CH2:16][CH2:15][N:14]([C:17]2[C:22]([CH3:23])=[CH:21][C:20]([CH3:24])=[CH:19][N:18]=2)[CH2:13][CH2:12]1)=[O:10].C([N:28]1[CH2:32][CH2:31][NH:30][C:29]1=[O:33])(=O)C. (7) Given the product [CH3:13][CH2:14][O:15][C:16]([C:18]1[N:19]([C:28]([O:30][C:31]([CH3:32])([CH3:34])[CH3:33])=[O:29])[C:20]2[C:25]([CH:26]=1)=[C:24]([O:10][CH2:9][C:6]1[C:5]3[CH:11]=[CH:12][C:2]([F:1])=[CH:3][C:4]=3[O:8][CH:7]=1)[CH:23]=[CH:22][CH:21]=2)=[O:17], predict the reactants needed to synthesize it. The reactants are: [F:1][C:2]1[CH:12]=[CH:11][C:5]2[C:6]([CH2:9][OH:10])=[CH:7][O:8][C:4]=2[CH:3]=1.[CH3:13][CH2:14][O:15][C:16]([C:18]1[N:19]([C:28]([O:30][C:31]([CH3:34])([CH3:33])[CH3:32])=[O:29])[C:20]2[C:25]([CH:26]=1)=[C:24](O)[CH:23]=[CH:22][CH:21]=2)=[O:17].C1(P(C2C=CC=CC=2)C2C=CC=CC=2)C=CC=CC=1.CCN(C(C)C)C(C)C.N(C(OCC)=O)=NC([O-])=O.